Predict the reaction yield, written as a fraction of the theoretical maximum amount of product (1.0 means a 100% yield; for example, 0.34 means a 34% yield). From a dataset of Reaction yield outcomes from USPTO patents with 853,638 reactions. (1) The reactants are [NH2:1][C:2]1[NH:6][N:5]=[C:4]([O:7][CH3:8])[C:3]=1C#N.[C:11](O)(=O)C.[CH:15]([NH2:17])=[NH:16]. The catalyst is O. The product is [CH3:8][O:7][C:4]1[C:3]2[C:15](=[N:17][CH:11]=[N:6][C:2]=2[NH2:1])[NH:16][N:5]=1. The yield is 0.640. (2) The reactants are Cl[C:2]1[CH:10]=[C:9]([S:11][CH3:12])[CH:8]=[C:7]([Cl:13])[C:3]=1[C:4]([NH2:6])=[O:5].[NH2:14][C:15]1[CH:20]=[CH:19][CH:18]=[C:17]([CH3:21])[CH:16]=1.CCN(C(C)C)C(C)C. The catalyst is CN1C(=O)CCC1.O. The product is [Cl:13][C:7]1[CH:8]=[C:9]([S:11][CH3:12])[CH:10]=[C:2]([NH:14][C:15]2[CH:16]=[C:17]([CH3:21])[CH:18]=[CH:19][CH:20]=2)[C:3]=1[C:4]([NH2:6])=[O:5]. The yield is 0.620.